This data is from Full USPTO retrosynthesis dataset with 1.9M reactions from patents (1976-2016). The task is: Predict the reactants needed to synthesize the given product. (1) Given the product [Cl:1][C:2]1[C:3]([N:47]2[CH2:48][CH2:49][N:44]([C:39]3[CH:38]=[CH:33][CH:34]=[CH:35][N:52]=3)[CH2:45][CH2:46]2)=[C:4]([F:30])[CH:5]=[C:6]2[C:11]=1[N:10]([C:12]1[CH:17]=[CH:16][C:15]([CH2:18][N:19]3[CH2:23][CH2:22][CH2:21][CH2:20]3)=[CH:14][CH:13]=1)[CH:9]=[C:8]([C:24]([O:26][CH2:27][CH3:28])=[O:25])[C:7]2=[O:29], predict the reactants needed to synthesize it. The reactants are: [Cl:1][C:2]1[C:3](F)=[C:4]([F:30])[CH:5]=[C:6]2[C:11]=1[N:10]([C:12]1[CH:17]=[CH:16][C:15]([CH2:18][N:19]3[CH2:23][CH2:22][CH2:21][CH2:20]3)=[CH:14][CH:13]=1)[CH:9]=[C:8]([C:24]([O:26][CH2:27][CH3:28])=[O:25])[C:7]2=[O:29].N1C=C[CH:35]=[CH:34][C:33]=1[C:38]1C=CC=C[C:39]=1[N:44]1[CH2:49][CH2:48][NH:47][CH2:46][CH2:45]1.CC[N:52](C(C)C)C(C)C. (2) Given the product [C:16]([C:13]1[CH:14]=[CH:15][C:10]([CH:9]2[N:4]3[N:3]=[C:2]([N:1]4[C:29](=[O:30])[C:28]5[C:27](=[CH:35][CH:34]=[CH:33][CH:32]=5)[C:26]4=[O:31])[N:25]=[C:5]3[NH:6][C:7]([CH3:24])=[C:8]2[C:22]#[N:23])=[C:11]([S:18]([CH3:21])(=[O:20])=[O:19])[CH:12]=1)#[N:17], predict the reactants needed to synthesize it. The reactants are: [NH2:1][C:2]1[N:25]=[C:5]2[NH:6][C:7]([CH3:24])=[C:8]([C:22]#[N:23])[CH:9]([C:10]3[CH:15]=[CH:14][C:13]([C:16]#[N:17])=[CH:12][C:11]=3[S:18]([CH3:21])(=[O:20])=[O:19])[N:4]2[N:3]=1.[C:26]1(=O)[O:31][C:29](=[O:30])[C:28]2=[CH:32][CH:33]=[CH:34][CH:35]=[C:27]12.C(N(CC)CC)C. (3) Given the product [Cl:2][C:3]1[CH:8]=[CH:7][C:6]2[N:9]([CH2:12][CH2:13][C:14]([O:16][CH2:17][CH3:18])=[O:15])[C:26]3[CH2:23][CH2:22][N:21]([CH3:19])[CH2:24][C:25]=3[C:5]=2[CH:4]=1, predict the reactants needed to synthesize it. The reactants are: Cl.[Cl:2][C:3]1[CH:8]=[CH:7][C:6]([NH:9]N)=[CH:5][CH:4]=1.Br[CH2:12][CH2:13][C:14]([O:16][CH2:17][CH3:18])=[O:15].[CH2:19]([N:21]([CH2:24][CH3:25])[CH2:22][CH3:23])C.[CH2:26](O)C. (4) Given the product [ClH:36].[C:1]1([C@H:7]([CH3:30])[C:8]([O:10][C:11]2[CH:16]=[CH:15][CH:14]=[C:13]([C@@:17]3([OH:29])[CH2:23][C@H:22]4[CH2:24][C@H:19]([CH2:20][CH2:21]4)[C@@H:18]3[CH2:25][N:26]([CH3:28])[CH3:27])[CH:12]=2)=[O:9])[CH:6]=[CH:5][CH:4]=[CH:3][CH:2]=1, predict the reactants needed to synthesize it. The reactants are: [C:1]1([C@H:7]([CH3:30])[C:8]([O:10][C:11]2[CH:16]=[CH:15][CH:14]=[C:13]([C@@:17]3([OH:29])[CH2:23][C@H:22]4[CH2:24][C@H:19]([CH2:20][CH2:21]4)[C@@H:18]3[CH2:25][N:26]([CH3:28])[CH3:27])[CH:12]=2)=[O:9])[CH:6]=[CH:5][CH:4]=[CH:3][CH:2]=1.O.C[Si]([Cl:36])(C)C. (5) Given the product [C:7]1([S:13][C:14]2[N:15]([CH2:20][C:21]([OH:23])=[O:22])[CH:16]=[CH:17][CH:18]=2)[CH:8]=[CH:9][CH:10]=[CH:11][CH:12]=1, predict the reactants needed to synthesize it. The reactants are: CC(C)([O-])C.[K+].[C:7]1([S:13][C:14]2[NH:15][CH:16]=[CH:17][CH:18]=2)[CH:12]=[CH:11][CH:10]=[CH:9][CH:8]=1.Br[CH2:20][C:21]([O:23]CC)=[O:22].O. (6) Given the product [CH2:1]([NH:3][C:4](=[O:5])[O-:6])[CH3:2].[Cl:21][C:9]1[CH:8]=[CH:19][C:18]2[CH:14]3[CH2:15][NH:16][CH2:17][CH:13]3[CH:12]([CH3:20])[C:11]=2[CH:10]=1, predict the reactants needed to synthesize it. The reactants are: [CH2:1]([NH:3][C:4](=[O:6])[O-:5])[CH3:2].O[C:8]1[C:9]([Cl:21])=[CH:10][C:11]2[CH:12]([CH3:20])[CH:13]3[CH2:17][NH:16][CH2:15][CH:14]3[C:18]=2[CH:19]=1.C1(P(C2C=CC=CC=2)CCCP(C2C=CC=CC=2)C2C=CC=CC=2)C=CC=CC=1.CCN(CC)CC. (7) Given the product [Cl:30][C:4]1[C:5]([C:25]([O:27][CH2:28][CH3:29])=[O:26])=[CH:6][C:7]2[N:8]([C:9]([CH2:16][CH:17]3[CH2:18][CH2:19][C:20]([F:23])([F:24])[CH2:21][CH2:22]3)=[C:10]([C:12]([F:14])([F:15])[CH3:13])[N:11]=2)[C:3]=1[CH:2]=[O:35], predict the reactants needed to synthesize it. The reactants are: Br[CH2:2][C:3]1[N:8]2[C:9]([CH2:16][CH:17]3[CH2:22][CH2:21][C:20]([F:24])([F:23])[CH2:19][CH2:18]3)=[C:10]([C:12]([F:15])([F:14])[CH3:13])[N:11]=[C:7]2[CH:6]=[C:5]([C:25]([O:27][CH2:28][CH3:29])=[O:26])[C:4]=1[Cl:30].C[N+]1([O-])CC[O:35]CC1.C(=O)([O-])O.[Na+].